From a dataset of Full USPTO retrosynthesis dataset with 1.9M reactions from patents (1976-2016). Predict the reactants needed to synthesize the given product. Given the product [F:24][C:25]1[CH:54]=[C:53]([F:55])[CH:52]=[CH:51][C:26]=1[O:27][C:28]1[CH:33]=[CH:32][C:31]([N:34]([CH2:17][CH2:16][O:15][CH3:14])[S:35]([CH2:38][CH3:39])(=[O:37])=[O:36])=[CH:30][C:29]=1[C:40]1[C:41]2[CH:50]=[CH:49][NH:48][C:42]=2[C:43](=[O:47])[N:44]([CH3:46])[CH:45]=1, predict the reactants needed to synthesize it. The reactants are: C(P(CCCC)CCCC)CCC.[CH3:14][O:15][CH2:16][CH2:17]O.O1CCCC1.[F:24][C:25]1[CH:54]=[C:53]([F:55])[CH:52]=[CH:51][C:26]=1[O:27][C:28]1[CH:33]=[CH:32][C:31]([NH:34][S:35]([CH2:38][CH3:39])(=[O:37])=[O:36])=[CH:30][C:29]=1[C:40]1[C:41]2[CH:50]=[CH:49][NH:48][C:42]=2[C:43](=[O:47])[N:44]([CH3:46])[CH:45]=1.